This data is from Forward reaction prediction with 1.9M reactions from USPTO patents (1976-2016). The task is: Predict the product of the given reaction. (1) Given the reactants [N+:1]([CH2:3][S:4]([C:7]1[CH:12]=[CH:11][C:10](C)=[CH:9][CH:8]=1)(=[O:6])=[O:5])#[C-:2].C([O-])([O-])=O.[K+].[K+].Br[CH2:21][CH:22]1[CH2:27][CH2:26][CH2:25][CH2:24][CH2:23]1, predict the reaction product. The product is: [CH:22]1([CH2:21][CH:3]([S:4]([C:7]2[CH:8]=[CH:9][CH:10]=[CH:11][CH:12]=2)(=[O:5])=[O:6])[N+:1]#[C-:2])[CH2:27][CH2:26][CH2:25][CH2:24][CH2:23]1. (2) Given the reactants [Cl:1][C:2]1[CH:3]=[CH:4][C:5]([CH3:22])=[C:6]([C:8]2[C:12](NC(=O)OC(C)(C)C)=[CH:11][N:10](C)[N:9]=2)[CH:7]=1.ClC1C=CC(C)=C(C2N(C)N=CC=2N[C:37](=[O:43])[O:38][C:39](C)(C)[CH3:40])C=1.Cl, predict the reaction product. The product is: [Cl:1][C:2]1[CH:3]=[CH:4][C:5]([CH3:22])=[C:6]([C:8]2[NH:9][N:10]=[CH:11][C:12]=2[C:37]([O:38][CH2:39][CH3:40])=[O:43])[CH:7]=1. (3) Given the reactants [NH:1](C(OCC1C2C(=CC=CC=2)C2C1=CC=CC=2)=O)[C@H:2]([C:15]([NH:17][C:18]1[CH:27]=[C:26]2[C:21]([C:22]([CH3:29])=[CH:23][C:24](=[O:28])[O:25]2)=[CH:20][CH:19]=1)=[O:16])[CH2:3][CH2:4][CH2:5][CH2:6][NH:7][C:8]([O:10][C:11]([CH3:14])([CH3:13])[CH3:12])=[O:9].C(S)CCCCCCC.C1CCN2C(=NCCC2)CC1, predict the reaction product. The product is: [NH2:1][C@H:2]([C:15]([NH:17][C:18]1[CH:27]=[C:26]2[C:21]([C:22]([CH3:29])=[CH:23][C:24](=[O:28])[O:25]2)=[CH:20][CH:19]=1)=[O:16])[CH2:3][CH2:4][CH2:5][CH2:6][NH:7][C:8]([O:10][C:11]([CH3:12])([CH3:13])[CH3:14])=[O:9].